This data is from Reaction yield outcomes from USPTO patents with 853,638 reactions. The task is: Predict the reaction yield, written as a fraction of the theoretical maximum amount of product (1.0 means a 100% yield; for example, 0.34 means a 34% yield). (1) The reactants are [CH:1]1([C:7]2[CH:8]=[CH:9][C:10]3[N:11]([C:13]([C:17]4[S:18][C:19]([C:28](O)=[O:29])=[C:20]([C:22]5[CH:27]=[CH:26][CH:25]=[CH:24][CH:23]=5)[N:21]=4)=[C:14]([CH3:16])[N:15]=3)[CH:12]=2)[CH2:6][CH2:5][CH2:4][CH2:3][CH2:2]1.[Cl-].[NH4+].C1C=CC2N(O)N=[N:39]C=2C=1.CCN=C=NCCCN(C)C.C(=O)(O)[O-].[Na+]. The catalyst is CN(C=O)C.O. The product is [CH:1]1([C:7]2[CH:8]=[CH:9][C:10]3[N:11]([C:13]([C:17]4[S:18][C:19]([C:28]([NH2:39])=[O:29])=[C:20]([C:22]5[CH:23]=[CH:24][CH:25]=[CH:26][CH:27]=5)[N:21]=4)=[C:14]([CH3:16])[N:15]=3)[CH:12]=2)[CH2:2][CH2:3][CH2:4][CH2:5][CH2:6]1. The yield is 0.620. (2) The reactants are [CH2:1]([O:3][C:4]([CH:6]1[O:10][C:9]([C:11]2[CH:16]=[CH:15][CH:14]=[CH:13][CH:12]=2)=[N:8][C:7]1(O)[C:17]([F:20])([F:19])[F:18])=[O:5])[CH3:2].P(Cl)(Cl)(Cl)=O. No catalyst specified. The product is [CH2:1]([O:3][C:4]([C:6]1[O:10][C:9]([C:11]2[CH:16]=[CH:15][CH:14]=[CH:13][CH:12]=2)=[N:8][C:7]=1[C:17]([F:19])([F:20])[F:18])=[O:5])[CH3:2]. The yield is 0.750.